Dataset: Forward reaction prediction with 1.9M reactions from USPTO patents (1976-2016). Task: Predict the product of the given reaction. Given the reactants COC([C:5]1[N:6]=[C:7]([NH:10][C:11](=[O:26])[CH:12]([C:19]2[CH:24]=[CH:23][C:22]([Cl:25])=[CH:21][CH:20]=2)[CH2:13][CH:14]2[CH2:18][CH2:17][CH2:16][CH2:15]2)[S:8][CH:9]=1)=O.[H-].[Al+3].[Li+].[H-].[H-].[H-].[O:33]1CCC[CH2:34]1, predict the reaction product. The product is: [Cl:25][C:22]1[CH:21]=[CH:20][C:19]([CH:12]([CH2:13][CH:14]2[CH2:15][CH2:16][CH2:17][CH2:18]2)[C:11]([NH:10][C:7]2[S:8][C:9]([CH2:34][OH:33])=[CH:5][N:6]=2)=[O:26])=[CH:24][CH:23]=1.